Dataset: Forward reaction prediction with 1.9M reactions from USPTO patents (1976-2016). Task: Predict the product of the given reaction. (1) Given the reactants COC(C1N(CC=O)C=C(C(=O)NCC2C=CC(F)=CC=2)C(=O)C=1OCC1C=CC=CC=1)=O.Cl.Cl.N[C@@H](C)CCNCC(C)C.[F:46][C:47]1[CH:52]=[CH:51][C:50]([CH2:53][NH:54][C:55]([C:57]2[C:58](=[O:85])[C:59]([O:77]CC3C=CC=CC=3)=[C:60]3[C:74](=[O:75])[N:64]4[C@@H:65]([CH3:73])[CH2:66][CH2:67][N:68]([CH2:69][CH:70]([CH3:72])[CH3:71])[C@@H:63]4[CH2:62][N:61]3[CH:76]=2)=[O:56])=[CH:49][CH:48]=1, predict the reaction product. The product is: [F:46][C:47]1[CH:52]=[CH:51][C:50]([CH2:53][NH:54][C:55]([C:57]2[C:58](=[O:85])[C:59]([OH:77])=[C:60]3[C:74](=[O:75])[N:64]4[C@@H:65]([CH3:73])[CH2:66][CH2:67][N:68]([CH2:69][CH:70]([CH3:71])[CH3:72])[C@@H:63]4[CH2:62][N:61]3[CH:76]=2)=[O:56])=[CH:49][CH:48]=1. (2) Given the reactants [N:1]1(C(OC(C)(C)C)=O)[CH2:6][CH2:5][CH2:4][CH:3]2[CH2:7][NH:8][CH2:9][CH:2]12.CC1C=CC(S(O[C:28]2[C:37]3[CH2:36][CH2:35][CH2:34][C:33]4([CH2:41][CH2:40][CH2:39][CH2:38]4)[C:32]=3[N:31]=[C:30]([NH2:42])[N:29]=2)(=O)=O)=CC=1, predict the reaction product. The product is: [NH:1]1[CH2:6][CH2:5][CH2:4][C@@H:3]2[CH2:7][N:8]([C:28]3[C:37]4[CH2:36][CH2:35][CH2:34][C:33]5([CH2:41][CH2:40][CH2:39][CH2:38]5)[C:32]=4[N:31]=[C:30]([NH2:42])[N:29]=3)[CH2:9][C@H:2]12. (3) Given the reactants [C:1]1([N:7]2[C:11]3=[N:12][CH:13]=[C:14]([C:16]([F:19])([F:18])[F:17])[CH:15]=[C:10]3[CH:9]=[C:8]2[C:20]2[N:25]=[CH:24][C:23]([S:26]([NH:29][C@@H:30]([CH3:35])[C:31]([F:34])([F:33])[F:32])(=[O:28])=[O:27])=[CH:22][CH:21]=2)[CH:6]=[CH:5][CH:4]=[CH:3][CH:2]=1.[I:36]I, predict the reaction product. The product is: [I:36][C:9]1[C:10]2[C:11](=[N:12][CH:13]=[C:14]([C:16]([F:19])([F:18])[F:17])[CH:15]=2)[N:7]([C:1]2[CH:2]=[CH:3][CH:4]=[CH:5][CH:6]=2)[C:8]=1[C:20]1[N:25]=[CH:24][C:23]([S:26]([NH:29][C@@H:30]([CH3:35])[C:31]([F:34])([F:32])[F:33])(=[O:27])=[O:28])=[CH:22][CH:21]=1. (4) Given the reactants Cl.C(O)(=O)C.[OH:6][N:7]=[C:8]([C:21]1[N:25]([CH3:26])[N:24]=[CH:23][CH:22]=1)[C:9]#[C:10][C:11]1[CH:16]=[CH:15][C:14]([C:17]([F:20])([F:19])[F:18])=[CH:13][CH:12]=1.C(=O)([O-])[O-].[K+].[K+], predict the reaction product. The product is: [CH3:26][N:25]1[C:21]([C:8]2[CH:9]=[C:10]([C:11]3[CH:16]=[CH:15][C:14]([C:17]([F:19])([F:20])[F:18])=[CH:13][CH:12]=3)[O:6][N:7]=2)=[CH:22][CH:23]=[N:24]1.